Dataset: Catalyst prediction with 721,799 reactions and 888 catalyst types from USPTO. Task: Predict which catalyst facilitates the given reaction. (1) The catalyst class is: 1. Reactant: [S:1]1[C:5]([C:6](=[O:8])[CH3:7])=[CH:4][CH:3]2[S:9][CH:10]=[CH:11][CH:2]12.[Br-:12].[Br-].[Br-].C1([N+](C)(C)C)C=CC=CC=1.C1([N+](C)(C)C)C=CC=CC=1.C1([N+](C)(C)C)C=CC=CC=1. Product: [Br:12][CH2:7][C:6]([C:5]1[S:1][CH:2]2[CH:11]=[CH:10][S:9][CH:3]2[CH:4]=1)=[O:8]. (2) Reactant: [OH-].[Li+].[CH3:3][C:4]1[N:9]=[CH:8][C:7]([NH:10][C:11]2[N:16]=[N:15][C:14]([C:17]3[CH:18]=[C:19]4[C:24](=[CH:25][CH:26]=3)[C:23](=[O:27])[C:22]([CH2:33][C:34]([O:36]CC)=[O:35])([CH2:28][C:29]([F:32])([F:31])[F:30])[CH2:21][CH2:20]4)=[CH:13][CH:12]=2)=[CH:6][CH:5]=1. Product: [CH3:3][C:4]1[N:9]=[CH:8][C:7]([NH:10][C:11]2[N:16]=[N:15][C:14]([C:17]3[CH:18]=[C:19]4[C:24](=[CH:25][CH:26]=3)[C:23](=[O:27])[C:22]([CH2:33][C:34]([OH:36])=[O:35])([CH2:28][C:29]([F:31])([F:32])[F:30])[CH2:21][CH2:20]4)=[CH:13][CH:12]=2)=[CH:6][CH:5]=1. The catalyst class is: 40. (3) Reactant: [CH2:1]([O:3][C:4](=[O:14])[C:5]1[CH:10]=[C:9]([OH:11])[C:8]([OH:12])=[C:7]([OH:13])[CH:6]=1)[CH3:2].[C:15](=O)([O-])[O-].[K+].[K+].BrCBr. Product: [CH2:1]([O:3][C:4]([C:5]1[CH:10]=[C:9]([OH:11])[C:8]2[O:12][CH2:15][O:13][C:7]=2[CH:6]=1)=[O:14])[CH3:2]. The catalyst class is: 3. (4) Reactant: [C:1]1([C:7]2([C:14]3[CH:19]=[CH:18][CH:17]=[CH:16][CH:15]=3)[CH2:12][CH2:11][CH2:10][NH:9][C:8]2=[O:13])[CH:6]=[CH:5][CH:4]=[CH:3][CH:2]=1.CC(C)([O-])C.[K+].Br[CH2:27][C:28]([O:30][CH2:31][CH3:32])=[O:29]. Product: [O:13]=[C:8]1[C:7]([C:1]2[CH:6]=[CH:5][CH:4]=[CH:3][CH:2]=2)([C:14]2[CH:15]=[CH:16][CH:17]=[CH:18][CH:19]=2)[CH2:12][CH2:11][CH2:10][N:9]1[CH2:27][C:28]([O:30][CH2:31][CH3:32])=[O:29]. The catalyst class is: 7. (5) Reactant: [H-].[Na+].CC([CH:7]1[C:11]2[CH:12]=[CH:13][CH:14]=[C:15]([Br:16])[C:10]=2[S:9](=[O:18])(=[O:17])[N:8]1[C:19]([O-])=O)(C)C.Br.[CH2:23]([N:25]([CH2:28]CBr)[CH2:26][CH3:27])[CH3:24].C(=O)([O-])[O-].[K+].[K+]. Product: [Br:16][C:15]1[C:10]2[S:9](=[O:17])(=[O:18])[N:8]([CH2:19][CH2:28][N:25]([CH2:26][CH3:27])[CH2:23][CH3:24])[CH2:7][C:11]=2[CH:12]=[CH:13][CH:14]=1. The catalyst class is: 7. (6) Reactant: C(Cl)(=O)C(Cl)=O.CS(C)=O.[C:11]([O:15][C:16]([NH:18][C@@H:19]([CH2:34][CH:35]1[CH2:40][CH2:39][CH2:38][CH2:37][CH2:36]1)[C@@H:20]([O:23][Si:24]([CH:31]([CH3:33])[CH3:32])([CH:28]([CH3:30])[CH3:29])[CH:25]([CH3:27])[CH3:26])[CH2:21][OH:22])=[O:17])([CH3:14])([CH3:13])[CH3:12].CCN(CC)CC. Product: [C:11]([O:15][C:16]([NH:18][C@@H:19]([CH2:34][CH:35]1[CH2:36][CH2:37][CH2:38][CH2:39][CH2:40]1)[C@@H:20]([O:23][Si:24]([CH:25]([CH3:26])[CH3:27])([CH:28]([CH3:29])[CH3:30])[CH:31]([CH3:32])[CH3:33])[CH:21]=[O:22])=[O:17])([CH3:12])([CH3:13])[CH3:14]. The catalyst class is: 30. (7) Reactant: [CH3:1][O:2][C:3]1[C:4]([CH2:15][CH2:16][CH:17]([CH3:19])[CH3:18])([CH:13]=[CH2:14])[C:5]2[C:10]([CH2:11][CH:12]=1)=[CH:9][CH:8]=[CH:7][CH:6]=2.[Cr](O[Cr]([O-])(=O)=O)([O-])(=O)=[O:21].[NH+]1C=CC=CC=1.[NH+]1C=CC=CC=1.C(OOC(C)(C)C)(C)(C)C.O. Product: [CH3:1][O:2][C:3]1[C:4]([CH2:15][CH2:16][CH:17]([CH3:19])[CH3:18])([CH:13]=[CH2:14])[C:5]2[C:10](=[CH:9][CH:8]=[CH:7][CH:6]=2)[C:11](=[O:21])[CH:12]=1. The catalyst class is: 48. (8) Reactant: [OH-].[K+].[CH3:3][C:4]1[CH:5]=[C:6]([C:15]([N:17]2[CH2:22][CH2:21][N:20]([C:23]3[CH:24]=[C:25]([CH:31]=[CH:32][CH:33]=3)[C:26]([O:28]CC)=[O:27])[CH2:19][CH2:18]2)=[O:16])[N:7]([C:9]2[CH:14]=[CH:13][CH:12]=[CH:11][CH:10]=2)[N:8]=1. The catalyst class is: 72. Product: [CH3:3][C:4]1[CH:5]=[C:6]([C:15]([N:17]2[CH2:18][CH2:19][N:20]([C:23]3[CH:24]=[C:25]([CH:31]=[CH:32][CH:33]=3)[C:26]([OH:28])=[O:27])[CH2:21][CH2:22]2)=[O:16])[N:7]([C:9]2[CH:10]=[CH:11][CH:12]=[CH:13][CH:14]=2)[N:8]=1. (9) Reactant: [CH2:1]([C:4]1[C:8]([CH2:9][CH2:10][CH2:11][OH:12])=[CH:7][N:6]([C:13]2[CH:18]=[CH:17][C:16]([C:19]([F:22])([F:21])[F:20])=[CH:15][N:14]=2)[N:5]=1)[CH2:2][CH3:3].O[C:24]1[CH:28]=[C:27]([CH2:29][CH2:30][C:31]([O:33]CC)=[O:32])[N:26]([CH3:36])[N:25]=1.C(P(CCCC)CCCC)CCC.N(C(N1CCCCC1)=O)=NC(N1CCCCC1)=O. Product: [CH3:36][N:26]1[C:27]([CH2:29][CH2:30][C:31]([OH:33])=[O:32])=[CH:28][C:24]([O:12][CH2:11][CH2:10][CH2:9][C:8]2[C:4]([CH2:1][CH2:2][CH3:3])=[N:5][N:6]([C:13]3[CH:18]=[CH:17][C:16]([C:19]([F:21])([F:20])[F:22])=[CH:15][N:14]=3)[CH:7]=2)=[N:25]1. The catalyst class is: 7.